From a dataset of Experimentally validated miRNA-target interactions with 360,000+ pairs, plus equal number of negative samples. Binary Classification. Given a miRNA mature sequence and a target amino acid sequence, predict their likelihood of interaction. (1) Result: 0 (no interaction). The miRNA is rno-miR-29c-3p with sequence UAGCACCAUUUGAAAUCGGUUA. The protein sequence of the target gene is MAPAGSTRAKKGILERLDSGEVVVGDSGFLFTLEKRGFVKAGLWTPEAVVEHPSAVRQLHTEFLRAGADVLQTFTFSATEDNMASKWEAVNAAACDLAQEVAGGGGALVAGGICQTSLYKYHKDETRIKNIFRLQLEVFARKNVDFLIAEYFEHVEEAVWAVEVLREVGAPVAVTMCIGPEGDMHDVTPGECAVKLARAGADIIGVNCRFGPWTSLQTMKLMKEGLRDASLQAHLMVQCLGFHTPDCGKGGFVDLPEYPFGLEPRVATRWDIQKYAREAYNLGIRYIGGCCGFEPYHIRA.... (2) The miRNA is hsa-miR-500b-3p with sequence GCACCCAGGCAAGGAUUCUG. The protein sequence of the target gene is MIARCLLAVRSLRRVGGSRILLRMTLGREVMSPLQAMSSYTVAGRNVLRWDLSPEQIKTRTEELIVQTKQVYDAVGMLGIEEVTYENCLQALADVEVKYIVERTMLDFPQHVSSDKEVRAASTEADKRLSRFDIEMSMRGDIFERIVHLQETCDLGKIKPEARRYLEKSIKMGKRNGLHLPEQVQNEIKSMKKRMSELCIDFNKNLNEDDTFLVFSKAELGALPDDFIDSLEKTDDDKYKITLKYPHYFPVMKKCCIPETRRRMEMAFNTRCKEENTIILQQLLPLRTKVAKLLGYSTHA.... Result: 1 (interaction). (3) Result: 0 (no interaction). The miRNA is hsa-miR-3163 with sequence UAUAAAAUGAGGGCAGUAAGAC. The protein sequence of the target gene is MGARGAPSRRRQAGRRLRYLPTGSFPFLLLLLLLCIQLGGGQKKKENLLAEKVEQLMEWSSRRSIFRMNGDKFRKFIKAPPRNYSMIVMFTALQPQRQCSVCRQANEEYQILANSWRYSSAFCNKLFFSMVDYDEGTDVFQQLNMNSAPTFMHFPPKGRPKRADTFDLQRIGFAAEQLAKWIADRTDVHIRVFRPPNYSGTIALALLVSLVGGLLYLRRNNLEFIYNKTGWAMVSLCIVFAMTSGQMWNHIRGPPYAHKNPHNGQVSYIHGSSQAQFVAESHIILVLNAAITMGMVLLNE.... (4) Result: 0 (no interaction). The miRNA is hsa-miR-4645-3p with sequence AGACAGUAGUUCUUGCCUGGUU. The protein sequence of the target gene is MDVHTRWKAPRPGAPLLSSPLLLLLLLLWAPPPSRAAQPTDLLEMLDFHNLPSGVTKTTGFCATRRSSKEPDVAYRVSKDAQLSMPTKQLYPESDFPEDFSILTTVKAKKGSQAFLVSVYNEQGIQQLGLELGRSPVFLYEDHTGKPGPEEYPLFPGINLSDGKWHRIAISVYKKNVTLILDCKKKITKFLNRGDHPIIDVNGIIMFGSRILDDEIFEGDIQQLLFVSDHRAAYDYCEHYSPDCDTAVPDTPQSQDPNPDEYYPEGEGETYYYEYPYYEDPEDPGKEPAPSQKPVEAARE.... (5) Result: 0 (no interaction). The miRNA is dme-miR-13a-3p with sequence UAUCACAGCCAUUUUGAUGAGU. The protein sequence of the target gene is MLLSKFGSLAHLCGPGGVDHLPVKILQPAKADKESFEKVYQVGAVLGSGGFGTVYAGSRIADGLPVAVKHVVKERVTEWGSLGGVAVPLEVVLLRKVGAAGGARGVIRLLDWFERPDGFLLVLERPEPAQDLFDFITERGALDEPLARRFFAQVLAAVRHCHNCGVVHRDIKDENLLVDLRSGELKLIDFGSGAVLKDTVYTDFDGTRVYSPPEWIRYHRYHGRSATVWSLGVLLYDMVCGDIPFEQDEEILRGRLFFRRRVSPECQQLIEWCLSLRPSERPSLDQIAAHPWMLGTEGSV.... (6) The miRNA is hsa-miR-6504-5p with sequence UCUGGCUGUGCUGUAAUGCAG. The protein sequence of the target gene is MSAQSVEEDSILIIPTPDEEEKILRVKLEEDPDGEEGSSIPWNHLPDPEIFRQRFRQFGYQDSPGPREAVSQLRELCRLWLRPETHTKEQILELVVLEQFVAILPKELQTWVRDHHPENGEEAVTVLEDLESELDDPGQPVSLRRRKREVLVEDMVSQEEAQGLPSSELDAVENQLKWASWELHSLRHCDDDGRTENGALAPKQELPSALESHEVPGTLNMGVPQIFKYGETCFPKGRFERKRNPSRKKQHICDECGKHFSQGSALILHQRIHSGEKPYGCVECGKAFSRSSILVQHQRV.... Result: 1 (interaction).